This data is from Full USPTO retrosynthesis dataset with 1.9M reactions from patents (1976-2016). The task is: Predict the reactants needed to synthesize the given product. (1) Given the product [CH3:40][O:41][C:42]1[N:47]=[CH:46][C:45]([C:2]2[CH:3]=[C:4]([CH:37]=[CH:38][CH:39]=2)[CH2:5][N:6]2[C:10]3[CH:11]=[CH:12][C:13]([O:15][CH2:16][C:17]4[CH:26]=[CH:25][C:24]5[C:19](=[CH:20][CH:21]=[CH:22][CH:23]=5)[N:18]=4)=[CH:14][C:9]=3[N:8]=[C:7]2[C@@H:27]2[C@H:29]([C:30]([OH:32])=[O:31])[C:28]2([CH3:36])[CH3:35])=[CH:44][N:43]=1, predict the reactants needed to synthesize it. The reactants are: Br[C:2]1[CH:3]=[C:4]([CH:37]=[CH:38][CH:39]=1)[CH2:5][N:6]1[C:10]2[CH:11]=[CH:12][C:13]([O:15][CH2:16][C:17]3[CH:26]=[CH:25][C:24]4[C:19](=[CH:20][CH:21]=[CH:22][CH:23]=4)[N:18]=3)=[CH:14][C:9]=2[N:8]=[C:7]1[C@@H:27]1[C@H:29]([C:30]([O:32]CC)=[O:31])[C:28]1([CH3:36])[CH3:35].[CH3:40][O:41][C:42]1[N:47]=[CH:46][C:45](B(O)O)=[CH:44][N:43]=1. (2) Given the product [Cl:1][C:2]1[N:11]=[C:10]([C:12]2[CH:13]=[C:14]([NH2:18])[CH:15]=[CH:16][CH:17]=2)[C:9]2[C:4](=[CH:5][C:6]([O:28][CH3:29])=[C:7]([O:26][CH3:27])[CH:8]=2)[N:3]=1, predict the reactants needed to synthesize it. The reactants are: [Cl:1][C:2]1[N:11]=[C:10]([C:12]2[CH:13]=[C:14]([NH:18]C(=O)OC(C)(C)C)[CH:15]=[CH:16][CH:17]=2)[C:9]2[C:4](=[CH:5][C:6]([O:28][CH3:29])=[C:7]([O:26][CH3:27])[CH:8]=2)[N:3]=1.FC(F)(F)C(O)=O.[OH-].[Na+]. (3) Given the product [C:1]([O:5][C:6]([N:8]1[CH2:13][CH2:12][CH:11]([C:14]2[C:18]3[CH:19]=[CH:20][C:21]([F:23])=[C:22]([OH:33])[C:17]=3[O:16][N:15]=2)[CH2:10][CH2:9]1)=[O:7])([CH3:4])([CH3:2])[CH3:3], predict the reactants needed to synthesize it. The reactants are: [C:1]([O:5][C:6]([N:8]1[CH2:13][CH2:12][CH:11]([C:14]2[C:18]3[CH:19]=[CH:20][C:21]([F:23])=[CH:22][C:17]=3[O:16][N:15]=2)[CH2:10][CH2:9]1)=[O:7])([CH3:4])([CH3:3])[CH3:2].C([N-]C(C)C)(C)C.[Li+].C[O:33]B(OC)OC.OO. (4) Given the product [C:1]([C@H:3]1[CH2:8][CH2:7][C@H:6]2[C@H:9]3[C@H:19]([CH2:20][CH2:21][C@:4]12[CH3:5])[C@:17]1([CH3:18])[C:12](=[CH:13][C:14](=[O:22])[CH:15]=[CH:16]1)[CH2:11][CH2:10]3)#[N:2], predict the reactants needed to synthesize it. The reactants are: [C:1]([C@H:3]1[CH2:8][CH2:7][C@H:6]2[C@H:9]3[C@H:19]([CH2:20][CH2:21][C@:4]12[CH3:5])[C@:17]1([CH3:18])[C:12](=[CH:13][C:14](=[O:22])[CH2:15][CH2:16]1)[CH2:11][CH2:10]3)#[N:2].ClC1C(=O)C(C#N)=C(C#N)C(=O)C=1Cl.